From a dataset of Reaction yield outcomes from USPTO patents with 853,638 reactions. Predict the reaction yield, written as a fraction of the theoretical maximum amount of product (1.0 means a 100% yield; for example, 0.34 means a 34% yield). (1) The reactants are Cl[CH2:2][CH2:3][NH:4][C:5]([NH:7][C:8]1[CH:13]=[CH:12][CH:11]=[C:10]([C:14]([F:17])([F:16])[F:15])[CH:9]=1)=[O:6].[H-].[Na+]. The catalyst is C1COCC1. The product is [F:15][C:14]([F:17])([F:16])[C:10]1[CH:9]=[C:8]([N:7]2[CH2:2][CH2:3][NH:4][C:5]2=[O:6])[CH:13]=[CH:12][CH:11]=1. The yield is 0.950. (2) The reactants are [O:1]1[C:10]2[C:5](=[CH:6][C:7]([C:11]3[C:16]([CH:17]4[CH2:19][CH2:18]4)=[CH:15][C:14]([NH:20][CH3:21])=[C:13]([CH3:22])[C:12]=3[CH:23]([O:28][CH:29]3[CH2:31][CH2:30]3)[C:24]([O:26][CH3:27])=[O:25])=[CH:8][CH:9]=2)[CH2:4][CH2:3][CH2:2]1.C(N(C(C)C)CC)(C)C.I[CH2:42][CH2:43][OH:44]. The catalyst is C(#N)C.O1CCCC1. The product is [O:1]1[C:10]2[C:5](=[CH:6][C:7]([C:11]3[C:16]([CH:17]4[CH2:18][CH2:19]4)=[CH:15][C:14]([N:20]([CH2:42][CH2:43][OH:44])[CH3:21])=[C:13]([CH3:22])[C:12]=3[CH:23]([O:28][CH:29]3[CH2:30][CH2:31]3)[C:24]([O:26][CH3:27])=[O:25])=[CH:8][CH:9]=2)[CH2:4][CH2:3][CH2:2]1. The yield is 0.630.